This data is from Full USPTO retrosynthesis dataset with 1.9M reactions from patents (1976-2016). The task is: Predict the reactants needed to synthesize the given product. (1) Given the product [CH3:15][C:9]1[C:10]2[C:5](=[CH:4][C:3]([O:2][CH3:1])=[C:12]([O:13][CH3:14])[CH:11]=2)[CH2:6][CH2:7][N:8]=1, predict the reactants needed to synthesize it. The reactants are: [CH3:1][O:2][C:3]1[CH:4]=[C:5]2[C:10](=[CH:11][C:12]=1[O:13][CH3:14])[CH:9]([CH3:15])[NH:8][CH2:7][CH2:6]2.N1C=CC=CC=1.C(OC(=O)C)(=O)C. (2) Given the product [O:27]=[C:24]1[CH:25]=[CH:26][N:21]([C:17]2[C:16]([F:28])=[CH:15][C:14]([N:10]3[CH2:9][C@H:8]([C:6]([NH2:31])=[O:5])[O:12][C:11]3=[O:13])=[CH:19][C:18]=2[F:20])[CH2:22][CH2:23]1, predict the reactants needed to synthesize it. The reactants are: C([O:5][C:6]([C@@H:8]1[O:12][C:11](=[O:13])[N:10]([C:14]2[CH:19]=[C:18]([F:20])[C:17]([N:21]3[CH:26]=[CH:25][C:24](=[O:27])[CH2:23][CH2:22]3)=[C:16]([F:28])[CH:15]=2)[CH2:9]1)=O)CCC.CO.[NH3:31]. (3) Given the product [I:1][C:2]1[CH:3]=[CH:4][C:5]2[N:6]([C:8]([CH3:14])=[C:9]([C:11]#[N:13])[N:10]=2)[CH:7]=1, predict the reactants needed to synthesize it. The reactants are: [I:1][C:2]1[CH:3]=[CH:4][C:5]2[N:6]([C:8]([CH3:14])=[C:9]([C:11]([NH2:13])=O)[N:10]=2)[CH:7]=1. (4) Given the product [F:25][C:22]1[CH:21]=[CH:20][C:19]([C:9]2[NH:8][C:7]([C:26]3([CH3:27])[S:41][CH2:37][CH2:38][CH2:39][S:40]3)=[N:6][C:10]=2[C:11]2[CH:12]=[CH:13][C:14]([S:17][CH3:18])=[CH:15][CH:16]=2)=[CH:24][CH:23]=1, predict the reactants needed to synthesize it. The reactants are: C(OC([N:6]1[C:10]([C:11]2[CH:16]=[CH:15][C:14]([S:17][CH3:18])=[CH:13][CH:12]=2)=[C:9]([C:19]2[CH:24]=[CH:23][C:22]([F:25])=[CH:21][CH:20]=2)[N:8]=[C:7]1[C:26](=O)[CH3:27])C)C.C(O)(=O)C.B(F)(F)F.[CH2:37]([SH:41])[CH2:38][CH2:39][SH:40].